From a dataset of Forward reaction prediction with 1.9M reactions from USPTO patents (1976-2016). Predict the product of the given reaction. (1) Given the reactants [CH:1]1([NH:6][C:7]2[N:12]3[N:13]=[C:14]([C:30]4[CH:35]=[CH:34][C:33]([O:36][CH3:37])=[CH:32][CH:31]=4)[C:15]([C:16]4[CH:21]=[CH:20][N:19]=[C:18]([NH:22][C:23]5[CH:24]=[C:25]([NH2:29])[CH:26]=[CH:27][CH:28]=5)[N:17]=4)=[C:11]3[CH:10]=[CH:9][CH:8]=2)[CH2:5][CH2:4][CH2:3][CH2:2]1.N([O-])=O.[Na+].[N-:42]=[N+:43]=[N-].[Na+].C(=O)(O)[O-].[Na+], predict the reaction product. The product is: [N:29]([C:25]1[CH:24]=[C:23]([CH:28]=[CH:27][CH:26]=1)[NH:22][C:18]1[N:17]=[C:16]([C:15]2[C:14]([C:30]3[CH:31]=[CH:32][C:33]([O:36][CH3:37])=[CH:34][CH:35]=3)=[N:13][N:12]3[C:7]([NH:6][CH:1]4[CH2:5][CH2:4][CH2:3][CH2:2]4)=[CH:8][CH:9]=[CH:10][C:11]=23)[CH:21]=[CH:20][N:19]=1)=[N+:42]=[N-:43]. (2) Given the reactants C([O:3][C:4]([C:6]1([F:22])[CH2:11][CH2:10][N:9]([S:12]([C:15]2[CH:20]=[CH:19][C:18]([CH3:21])=[CH:17][CH:16]=2)(=[O:14])=[O:13])[CH2:8][CH2:7]1)=[O:5])C.[OH-].[Na+], predict the reaction product. The product is: [F:22][C:6]1([C:4]([OH:5])=[O:3])[CH2:11][CH2:10][N:9]([S:12]([C:15]2[CH:20]=[CH:19][C:18]([CH3:21])=[CH:17][CH:16]=2)(=[O:14])=[O:13])[CH2:8][CH2:7]1. (3) Given the reactants [C:1]([C:3]1[CH:12]=[CH:11][C:6]([C:7](=O)[CH2:8]Br)=[CH:5][CH:4]=1)#[N:2].[CH3:13][C@@H:14]([NH:19][C:20]([NH2:22])=[S:21])[C:15]([F:18])([F:17])[F:16].C(=O)(O)[O-].[Na+], predict the reaction product. The product is: [CH3:13][C@@H:14]([NH:19][C:20]1[S:21][CH:8]=[C:7]([C:6]2[CH:11]=[CH:12][C:3]([C:1]#[N:2])=[CH:4][CH:5]=2)[N:22]=1)[C:15]([F:18])([F:17])[F:16]. (4) Given the reactants Cl[C:2]1[N:11]=[C:10]([CH:12]2[CH2:14][CH2:13]2)[C:9]2[CH2:8][N:7]([C:15]3[CH:24]=[C:23]4[C:18]([CH2:19][CH2:20][CH:21]([C:25]5[C:30]([F:31])=[CH:29][CH:28]=[CH:27][N:26]=5)[O:22]4)=[CH:17][C:16]=3[Cl:32])[C:6](=[O:33])[NH:5][C:4]=2[CH:3]=1.[CH3:34][N:35](C=O)C, predict the reaction product. The product is: [Cl:32][C:16]1[CH:17]=[C:18]2[C:23](=[CH:24][C:15]=1[N:7]1[CH2:8][C:9]3[C:10]([CH:12]4[CH2:14][CH2:13]4)=[N:11][C:2]([C:34]#[N:35])=[CH:3][C:4]=3[NH:5][C:6]1=[O:33])[O:22][CH:21]([C:25]1[C:30]([F:31])=[CH:29][CH:28]=[CH:27][N:26]=1)[CH2:20][CH2:19]2. (5) Given the reactants [Cl:1][C:2]1[CH:7]=[CH:6][C:5]([C:8]2[CH:13]=[N:12][N:11]3[C:14](=[O:17])[NH:15][N:16]=[C:10]3[C:9]=2[C:18]2[CH:23]=[CH:22][C:21]([Cl:24])=[CH:20][CH:19]=2)=[CH:4][CH:3]=1.[C:25]1([N:31]2[C:35](Cl)=[N:34][N:33]=[N:32]2)[CH:30]=[CH:29][CH:28]=[CH:27][CH:26]=1.C([O-])([O-])=O.[K+].[K+], predict the reaction product. The product is: [Cl:1][C:2]1[CH:7]=[CH:6][C:5]([C:8]2[CH:13]=[N:12][N:11]3[C:14](=[O:17])[N:15]([C:35]4[N:31]([C:25]5[CH:30]=[CH:29][CH:28]=[CH:27][CH:26]=5)[N:32]=[N:33][N:34]=4)[N:16]=[C:10]3[C:9]=2[C:18]2[CH:23]=[CH:22][C:21]([Cl:24])=[CH:20][CH:19]=2)=[CH:4][CH:3]=1. (6) Given the reactants [CH3:1][C:2]([S:7][C:8]1[S:12][C:11]([NH:13][C:14]([N:16]([C@H:27]2[CH2:32][CH2:31][C@H:30]([CH3:33])[CH2:29][CH2:28]2)[CH2:17][CH2:18]CCC2C=CC=CC=2)=[O:15])=[N:10][CH:9]=1)([CH3:6])[C:3]([OH:5])=[O:4].[CH3:34][O:35][C:36]1[CH:41]=[CH:40][C:39](CCO)=[CH:38][CH:37]=1.C(OC(=O)C(SC1SC(N)=NC=1)(C)C)C, predict the reaction product. The product is: [CH3:34][O:35][C:36]1[CH:41]=[CH:40][C:39]([CH2:18][CH2:17][N:16]([C@H:27]2[CH2:28][CH2:29][C@H:30]([CH3:33])[CH2:31][CH2:32]2)[C:14](=[O:15])[NH:13][C:11]2[S:12][C:8]([S:7][C:2]([CH3:6])([CH3:1])[C:3]([OH:5])=[O:4])=[CH:9][N:10]=2)=[CH:38][CH:37]=1. (7) Given the reactants [Br:1][C:2]1[CH:3]=[C:4]2[C:8](=[CH:9][CH:10]=1)[C:7](=[O:11])O[C:5]2=[O:12].[N:13]1([CH2:18][C:19]2[CH:24]=[CH:23][C:22]([CH2:25][CH2:26][NH2:27])=[CH:21][CH:20]=2)[CH2:17][CH2:16][CH2:15][CH2:14]1.O.[OH-].[Na+].[C:31](O)(=O)C, predict the reaction product. The product is: [Br:1][C:2]1[CH:3]=[C:4]2[C:8](=[CH:9][CH:10]=1)[C:7](=[O:11])[N:27]([CH2:26][CH2:25][C:22]1[CH:23]=[CH:24][C:19]([CH:18]([N:13]3[CH2:17][CH2:16][CH2:15][CH2:14]3)[CH3:31])=[CH:20][CH:21]=1)[C:5]2=[O:12]. (8) Given the reactants [CH:1]1C=CC(P(C2C=CC=CC=2)C2C=CC=CC=2)=C[CH:2]=1.Br[C:21]1[CH:26]=[C:25]([N+:27]([O-:29])=[O:28])[C:24]([F:30])=[CH:23][C:22]=1[F:31].C([Sn](CCCC)(CCCC)C=C)CCC.[F-].[Na+], predict the reaction product. The product is: [F:30][C:24]1[CH:23]=[C:22]([F:31])[C:21]([CH:1]=[CH2:2])=[CH:26][C:25]=1[N+:27]([O-:29])=[O:28].